Predict the reactants needed to synthesize the given product. From a dataset of Full USPTO retrosynthesis dataset with 1.9M reactions from patents (1976-2016). (1) Given the product [C:26]([O:25][C:24](=[O:30])[NH:23][CH2:22][C:18]1[CH:17]=[C:16]([C:11]2[CH:12]=[C:13]([CH3:15])[CH:14]=[C:9]([O:8][C:6]3[C:5]([F:31])=[CH:4][C:3]([F:32])=[C:2]([CH:33]=[CH2:34])[N:7]=3)[CH:10]=2)[CH:21]=[CH:20][CH:19]=1)([CH3:29])([CH3:28])[CH3:27], predict the reactants needed to synthesize it. The reactants are: Br[C:2]1[N:7]=[C:6]([O:8][C:9]2[CH:10]=[C:11]([C:16]3[CH:21]=[CH:20][CH:19]=[C:18]([CH2:22][NH:23][C:24](=[O:30])[O:25][C:26]([CH3:29])([CH3:28])[CH3:27])[CH:17]=3)[CH:12]=[C:13]([CH3:15])[CH:14]=2)[C:5]([F:31])=[CH:4][C:3]=1[F:32].[CH2:33](C([Sn])=C(CCCC)CCCC)[CH2:34]CC. (2) Given the product [CH:46]1([C@H:31]([NH:28][C:20]([C:17]2[C:16]3[C:11](=[CH:12][CH:13]=[N:14][CH:15]=3)[C:10](=[O:23])[N:9]([NH:8][CH2:24][CH2:25][CH3:26])[C:18]=2[CH3:19])=[O:22])[C:40]2[CH:41]=[CH:36][C:37]([F:61])=[CH:38][CH:39]=2)[CH2:47][CH2:45]1, predict the reactants needed to synthesize it. The reactants are: C(OC([N:8]([CH2:24][CH2:25][CH3:26])[N:9]1[C:18]([CH3:19])=[C:17]([C:20]([OH:22])=O)[C:16]2[C:11](=[CH:12][CH:13]=[N:14][CH:15]=2)[C:10]1=[O:23])=O)(C)(C)C.C[N:28]([CH3:31])C=O.ON1[C:37]2[CH:38]=[CH:39][CH:40]=[CH:41][C:36]=2N=N1.Cl.CN(C)[CH2:45][CH2:46][CH2:47]N=C=NCC.C(N(CC)CC)C.[F:61]C(F)(F)C(O)=O. (3) Given the product [Br:1][C:2]1[CH:7]=[CH:6][CH:5]=[C:4]([O:8][CH3:9])[C:3]=1[CH2:10][CH:11]1[CH2:12][O:13][C:17]([CH3:19])([CH3:18])[O:14]1, predict the reactants needed to synthesize it. The reactants are: [Br:1][C:2]1[CH:7]=[CH:6][CH:5]=[C:4]([O:8][CH3:9])[C:3]=1[CH2:10][CH:11]([OH:14])[CH2:12][OH:13].CO[C:17](OC)([CH3:19])[CH3:18].O.C1(C)C=CC(S(O)(=O)=O)=CC=1.